Dataset: Forward reaction prediction with 1.9M reactions from USPTO patents (1976-2016). Task: Predict the product of the given reaction. (1) Given the reactants [C:1]([C:4]1[O:5][C:6]2[CH:12]=[CH:11][C:10]([O:13][CH3:14])=[CH:9][C:7]=2[CH:8]=1)([OH:3])=[O:2].[Br:15]Br, predict the reaction product. The product is: [Br:15][C:8]1[C:7]2[CH:9]=[C:10]([O:13][CH3:14])[CH:11]=[CH:12][C:6]=2[O:5][C:4]=1[C:1]([OH:3])=[O:2]. (2) Given the reactants [H-].[Al+3].[Li+].[H-].[H-].[H-].[CH:7]1([C:10]([N:12]2[CH2:17][CH2:16][NH:15][CH2:14][CH2:13]2)=O)[CH2:9][CH2:8]1.O.[OH-].[Na+], predict the reaction product. The product is: [CH:7]1([CH2:10][N:12]2[CH2:17][CH2:16][NH:15][CH2:14][CH2:13]2)[CH2:9][CH2:8]1. (3) Given the reactants [CH3:1][C:2]1[C:7]2[N:8]=[C:9]([NH2:11])[S:10][C:6]=2[CH:5]=[CH:4][CH:3]=1.Br[CH2:13][C:14](=O)[C:15]([O:17][CH2:18][CH3:19])=[O:16], predict the reaction product. The product is: [CH3:1][C:2]1[C:7]2[N:8]3[CH:13]=[C:14]([C:15]([O:17][CH2:18][CH3:19])=[O:16])[N:11]=[C:9]3[S:10][C:6]=2[CH:5]=[CH:4][CH:3]=1. (4) Given the reactants [NH2:1][C:2]1[CH:11]=[CH:10][CH:9]=[C:8]2[C:3]=1[CH:4]=[CH:5][N:6]([CH2:13][CH2:14][NH:15][C:16](=[O:18])[CH3:17])[C:7]2=[O:12].[Cl:19][C:20]1[CH:25]=[CH:24][C:23]([CH2:26][C:27](O)=[O:28])=[CH:22][C:21]=1[F:30].F[P-](F)(F)(F)(F)F.C[N+](C)=C(N(C)C)ON1C2N=CC=CC=2N=N1.CN(C)C=O.C(=O)(O)[O-].[Na+], predict the reaction product. The product is: [C:16]([NH:15][CH2:14][CH2:13][N:6]1[CH:5]=[CH:4][C:3]2[C:8](=[CH:9][CH:10]=[CH:11][C:2]=2[NH:1][C:27](=[O:28])[CH2:26][C:23]2[CH:24]=[CH:25][C:20]([Cl:19])=[C:21]([F:30])[CH:22]=2)[C:7]1=[O:12])(=[O:18])[CH3:17].